This data is from NCI-60 drug combinations with 297,098 pairs across 59 cell lines. The task is: Regression. Given two drug SMILES strings and cell line genomic features, predict the synergy score measuring deviation from expected non-interaction effect. (1) Drug 1: C#CCC(CC1=CN=C2C(=N1)C(=NC(=N2)N)N)C3=CC=C(C=C3)C(=O)NC(CCC(=O)O)C(=O)O. Drug 2: C1CC(=O)NC(=O)C1N2C(=O)C3=CC=CC=C3C2=O. Cell line: NCIH23. Synergy scores: CSS=3.80, Synergy_ZIP=-2.80, Synergy_Bliss=-2.88, Synergy_Loewe=5.21, Synergy_HSA=-1.68. (2) Drug 1: C1=CN(C=N1)CC(O)(P(=O)(O)O)P(=O)(O)O. Drug 2: C(CN)CNCCSP(=O)(O)O. Cell line: K-562. Synergy scores: CSS=-0.836, Synergy_ZIP=7.96, Synergy_Bliss=17.4, Synergy_Loewe=4.85, Synergy_HSA=5.42. (3) Drug 1: CC1OCC2C(O1)C(C(C(O2)OC3C4COC(=O)C4C(C5=CC6=C(C=C35)OCO6)C7=CC(=C(C(=C7)OC)O)OC)O)O. Drug 2: CCC1(CC2CC(C3=C(CCN(C2)C1)C4=CC=CC=C4N3)(C5=C(C=C6C(=C5)C78CCN9C7C(C=CC9)(C(C(C8N6C=O)(C(=O)OC)O)OC(=O)C)CC)OC)C(=O)OC)O.OS(=O)(=O)O. Cell line: NCI-H226. Synergy scores: CSS=18.7, Synergy_ZIP=1.09, Synergy_Bliss=5.74, Synergy_Loewe=5.00, Synergy_HSA=5.15.